This data is from Forward reaction prediction with 1.9M reactions from USPTO patents (1976-2016). The task is: Predict the product of the given reaction. (1) Given the reactants [CH2:1]([N:8]1[CH2:13][CH2:12][NH:11][CH2:10][C:9]1([CH3:15])[CH3:14])[C:2]1[CH:7]=[CH:6][CH:5]=[CH:4][CH:3]=1.Br[C:17]1[CH:22]=[CH:21][C:20]([F:23])=[CH:19][CH:18]=1.C1(P(C2C=CC=CC=2)C2C=CC3C(=CC=CC=3)C=2C2C3C(=CC=CC=3)C=CC=2P(C2C=CC=CC=2)C2C=CC=CC=2)C=CC=CC=1.CC(C)([O-])C.[Na+], predict the reaction product. The product is: [CH2:1]([N:8]1[CH2:13][CH2:12][N:11]([C:17]2[CH:22]=[CH:21][C:20]([F:23])=[CH:19][CH:18]=2)[CH2:10][C:9]1([CH3:15])[CH3:14])[C:2]1[CH:3]=[CH:4][CH:5]=[CH:6][CH:7]=1. (2) Given the reactants [CH3:1][O:2][CH2:3][CH2:4][CH2:5][O:6][C:7]1[CH:12]=[CH:11][N:10]=[C:9]([CH2:13][S:14][C:15]2[NH:19][C:18]3[CH:20]=[CH:21][CH:22]=[CH:23][C:17]=3[N:16]=2)[C:8]=1[CH3:24].[OH2:25], predict the reaction product. The product is: [CH3:24][C:8]1[C:9]([CH2:13][S:14]([C:15]2[NH:16][C:17]3[C:18](=[CH:20][CH:21]=[CH:22][CH:23]=3)[N:19]=2)=[O:25])=[N:10][CH:11]=[CH:12][C:7]=1[O:6][CH2:5][CH2:4][CH2:3][O:2][CH3:1]. (3) Given the reactants Br[C:2]1[N:6]=[CH:5][N:4]([C:7]2[CH:12]=[CH:11][C:10]([O:13][CH:14]([CH3:16])[CH3:15])=[CH:9][CH:8]=2)[N:3]=1.CC1(C)C(C)(C)OB([C:25]2[CH:31]=[CH:30][C:28]([NH2:29])=[CH:27][CH:26]=2)O1.C(=O)([O-])[O-].[K+].[K+], predict the reaction product. The product is: [CH:14]([O:13][C:10]1[CH:11]=[CH:12][C:7]([N:4]2[CH:5]=[N:6][C:2]([C:25]3[CH:31]=[CH:30][C:28]([NH2:29])=[CH:27][CH:26]=3)=[N:3]2)=[CH:8][CH:9]=1)([CH3:16])[CH3:15]. (4) Given the reactants Cl[C:2]1[CH:7]=[CH:6][C:5]([C:8]([F:11])([F:10])[F:9])=[CH:4][N:3]=1.[CH2:12]([NH2:14])[CH3:13].C(=O)([O-])[O-].[K+].[K+], predict the reaction product. The product is: [CH2:12]([NH:14][C:2]1[CH:7]=[CH:6][C:5]([C:8]([F:11])([F:10])[F:9])=[CH:4][N:3]=1)[CH3:13].